This data is from Full USPTO retrosynthesis dataset with 1.9M reactions from patents (1976-2016). The task is: Predict the reactants needed to synthesize the given product. (1) Given the product [CH2:1]([O:16][C:13]1[CH:14]=[CH:15][C:10]([Br:9])=[CH:11][C:12]=1[F:17])[C:2]1[CH:7]=[CH:6][CH:5]=[CH:4][CH:3]=1, predict the reactants needed to synthesize it. The reactants are: [CH2:1](Br)[C:2]1[CH:7]=[CH:6][CH:5]=[CH:4][CH:3]=1.[Br:9][C:10]1[CH:15]=[CH:14][C:13]([OH:16])=[C:12]([F:17])[CH:11]=1.C(=O)([O-])[O-].[K+].[K+]. (2) Given the product [CH:21](=[C:20]([CH:19]=[N:31][C:29]([O:38][Si:11]([CH3:18])([CH3:17])[CH3:10])=[CH2:30])[CH2:9][CH2:8][CH2:7][CH3:4])[CH3:22], predict the reactants needed to synthesize it. The reactants are: ClC1C=[C:4]([CH:7]=[CH:8][CH:9]=1)C=O.[CH3:10][Si:11]([CH3:18])([CH3:17])N[Si:11]([CH3:18])([CH3:17])[CH3:10].[CH2:19]([Li])[CH2:20][CH2:21][CH3:22].C[Si](Cl)(C)C.[CH2:29]([N:31](CC)CC)[CH3:30].C(Cl)(=[O:38])C. (3) The reactants are: [H-].[Al+3].[Li+].[H-].[H-].[H-].[CH2:7]([O:14][C:15]1[CH:33]=[CH:32][C:18]([C:19]([NH:21][C:22]2[CH:23]=[C:24]3[C:29](=[CH:30][CH:31]=2)[N:28]=[CH:27][CH:26]=[CH:25]3)=O)=[CH:17][CH:16]=1)[C:8]1[CH:13]=[CH:12][CH:11]=[CH:10][CH:9]=1.N1C=CC=CC=1OCC1C=CC(CNC(C2C(N)=NC(N)=CN=2)=O)=CC=1.[Cl-].[NH4+]. Given the product [CH2:7]([O:14][C:15]1[CH:16]=[CH:17][C:18]([CH2:19][NH:21][C:22]2[CH:23]=[C:24]3[C:29](=[CH:30][CH:31]=2)[N:28]=[CH:27][CH:26]=[CH:25]3)=[CH:32][CH:33]=1)[C:8]1[CH:9]=[CH:10][CH:11]=[CH:12][CH:13]=1, predict the reactants needed to synthesize it. (4) Given the product [C:16]([O:20][C:21](=[O:41])[N:22]([C:31]1[CH:36]=[CH:35][C:34]([Cl:37])=[CH:33][C:32]=1[NH2:38])[CH2:23][CH2:24][CH:25]1[CH2:28][S:27](=[O:29])(=[O:30])[CH2:26]1)([CH3:19])([CH3:17])[CH3:18], predict the reactants needed to synthesize it. The reactants are: ClC1C=C(N)C(NCCS(C)(=O)=O)=CC=1.[C:16]([O:20][C:21](=[O:41])[N:22]([C:31]1[CH:36]=[CH:35][C:34]([Cl:37])=[CH:33][C:32]=1[N+:38]([O-])=O)[CH2:23][CH2:24][CH:25]1[CH2:28][S:27](=[O:30])(=[O:29])[CH2:26]1)([CH3:19])([CH3:18])[CH3:17].